Dataset: Peptide-MHC class I binding affinity with 185,985 pairs from IEDB/IMGT. Task: Regression. Given a peptide amino acid sequence and an MHC pseudo amino acid sequence, predict their binding affinity value. This is MHC class I binding data. (1) The peptide sequence is IKAVYNFATCG. The MHC is H-2-Db with pseudo-sequence H-2-Db. The binding affinity (normalized) is 0.0641. (2) The peptide sequence is KAQREIFSAW. The MHC is Mamu-B17 with pseudo-sequence Mamu-B17. The binding affinity (normalized) is 0.811.